Dataset: Catalyst prediction with 721,799 reactions and 888 catalyst types from USPTO. Task: Predict which catalyst facilitates the given reaction. Reactant: [C:1]1([C:7]2[CH:8]=[C:9]3[C:13](=[C:14]([C:16]([NH2:18])=[O:17])[CH:15]=2)[NH:12][CH:11]=[C:10]3[CH2:19][CH:20]2[CH2:25][CH2:24][CH2:23][NH:22][CH2:21]2)[CH:6]=[CH:5][CH:4]=[CH:3][CH:2]=1.CCN(C(C)C)C(C)C.[C:35](Cl)(=[O:37])[CH3:36]. Product: [C:1]1([C:7]2[CH:8]=[C:9]3[C:13](=[C:14]([C:16]([NH2:18])=[O:17])[CH:15]=2)[NH:12][CH:11]=[C:10]3[CH2:19][CH:20]2[CH2:25][CH2:24][CH2:23][N:22]([C:35](=[O:37])[CH3:36])[CH2:21]2)[CH:2]=[CH:3][CH:4]=[CH:5][CH:6]=1. The catalyst class is: 2.